Regression. Given two drug SMILES strings and cell line genomic features, predict the synergy score measuring deviation from expected non-interaction effect. From a dataset of NCI-60 drug combinations with 297,098 pairs across 59 cell lines. (1) Drug 1: CC1=C(C=C(C=C1)C(=O)NC2=CC(=CC(=C2)C(F)(F)F)N3C=C(N=C3)C)NC4=NC=CC(=N4)C5=CN=CC=C5. Drug 2: C1=CC=C(C=C1)NC(=O)CCCCCCC(=O)NO. Cell line: EKVX. Synergy scores: CSS=-1.05, Synergy_ZIP=-0.443, Synergy_Bliss=-4.19, Synergy_Loewe=-7.42, Synergy_HSA=-6.45. (2) Drug 2: CN(CC1=CN=C2C(=N1)C(=NC(=N2)N)N)C3=CC=C(C=C3)C(=O)NC(CCC(=O)O)C(=O)O. Cell line: NCI-H522. Synergy scores: CSS=44.1, Synergy_ZIP=0.649, Synergy_Bliss=0.395, Synergy_Loewe=-25.6, Synergy_HSA=-1.20. Drug 1: C1CC(=O)NC(=O)C1N2CC3=C(C2=O)C=CC=C3N. (3) Synergy scores: CSS=45.4, Synergy_ZIP=-5.87, Synergy_Bliss=-7.66, Synergy_Loewe=-1.26, Synergy_HSA=0.462. Drug 1: C1=CN(C(=O)N=C1N)C2C(C(C(O2)CO)O)O.Cl. Cell line: HCC-2998. Drug 2: C1CCC(C(C1)N)N.C(=O)(C(=O)[O-])[O-].[Pt+4]. (4) Drug 1: C1CC(=O)NC(=O)C1N2CC3=C(C2=O)C=CC=C3N. Drug 2: CCCCCOC(=O)NC1=NC(=O)N(C=C1F)C2C(C(C(O2)C)O)O. Cell line: SW-620. Synergy scores: CSS=2.34, Synergy_ZIP=5.94, Synergy_Bliss=-2.26, Synergy_Loewe=-3.26, Synergy_HSA=-4.78. (5) Drug 1: C1=NC2=C(N=C(N=C2N1C3C(C(C(O3)CO)O)O)F)N. Drug 2: CC1=C(C(CCC1)(C)C)C=CC(=CC=CC(=CC(=O)O)C)C. Cell line: UACC-257. Synergy scores: CSS=3.37, Synergy_ZIP=-1.25, Synergy_Bliss=1.22, Synergy_Loewe=-1.40, Synergy_HSA=0.224. (6) Drug 2: C(=O)(N)NO. Synergy scores: CSS=-8.83, Synergy_ZIP=4.75, Synergy_Bliss=5.10, Synergy_Loewe=-3.17, Synergy_HSA=-2.11. Drug 1: C1CCN(CC1)CCOC2=CC=C(C=C2)C(=O)C3=C(SC4=C3C=CC(=C4)O)C5=CC=C(C=C5)O. Cell line: SK-MEL-28. (7) Drug 1: C1CC(C1)(C(=O)O)C(=O)O.[NH2-].[NH2-].[Pt+2]. Drug 2: C1=CC=C(C(=C1)C(C2=CC=C(C=C2)Cl)C(Cl)Cl)Cl. Cell line: HCT116. Synergy scores: CSS=7.32, Synergy_ZIP=-3.20, Synergy_Bliss=1.17, Synergy_Loewe=-4.47, Synergy_HSA=-1.43. (8) Drug 1: CCN(CC)CCCC(C)NC1=C2C=C(C=CC2=NC3=C1C=CC(=C3)Cl)OC. Drug 2: CC1C(C(CC(O1)OC2CC(CC3=C2C(=C4C(=C3O)C(=O)C5=C(C4=O)C(=CC=C5)OC)O)(C(=O)CO)O)N)O.Cl. Cell line: M14. Synergy scores: CSS=38.8, Synergy_ZIP=-6.11, Synergy_Bliss=-7.92, Synergy_Loewe=-12.9, Synergy_HSA=-6.40. (9) Drug 1: CC1OCC2C(O1)C(C(C(O2)OC3C4COC(=O)C4C(C5=CC6=C(C=C35)OCO6)C7=CC(=C(C(=C7)OC)O)OC)O)O. Drug 2: CCC1(CC2CC(C3=C(CCN(C2)C1)C4=CC=CC=C4N3)(C5=C(C=C6C(=C5)C78CCN9C7C(C=CC9)(C(C(C8N6C)(C(=O)OC)O)OC(=O)C)CC)OC)C(=O)OC)O.OS(=O)(=O)O. Cell line: UO-31. Synergy scores: CSS=15.1, Synergy_ZIP=-5.73, Synergy_Bliss=-2.52, Synergy_Loewe=-0.0227, Synergy_HSA=0.177.